Dataset: Peptide-MHC class I binding affinity with 185,985 pairs from IEDB/IMGT. Task: Regression. Given a peptide amino acid sequence and an MHC pseudo amino acid sequence, predict their binding affinity value. This is MHC class I binding data. The peptide sequence is FLKENGGL. The MHC is HLA-B42:01 with pseudo-sequence HLA-B42:01. The binding affinity (normalized) is 0.133.